This data is from Full USPTO retrosynthesis dataset with 1.9M reactions from patents (1976-2016). The task is: Predict the reactants needed to synthesize the given product. (1) Given the product [N:14]1([C:11]([C:7]2[CH:8]=[C:9]3[C:4](=[CH:5][CH:6]=2)[NH:3][C:2]([CH3:1])=[CH:10]3)=[O:13])[CH2:19][CH2:18][CH2:17][C@@H:16]2[C:20]3[CH:21]=[CH:22][CH:23]=[CH:24][C:25]=3[CH2:26][C@H:15]12, predict the reactants needed to synthesize it. The reactants are: [CH3:1][C:2]1[NH:3][C:4]2[C:9]([CH:10]=1)=[CH:8][C:7]([C:11]([OH:13])=O)=[CH:6][CH:5]=2.[NH:14]1[CH2:19][CH2:18][CH2:17][C@@H:16]2[C:20]3[CH:21]=[CH:22][CH:23]=[CH:24][C:25]=3[CH2:26][C@H:15]12.F[P-](F)(F)(F)(F)F.N1(OC(N(C)C)=[N+](C)C)C2N=CC=CC=2N=N1. (2) Given the product [Cl:41][C:25]1[C:26]([NH:28][C:29]2[CH:34]=[CH:33][CH:32]=[CH:31][C:30]=2[S:35]([N:38]([CH3:40])[CH3:39])(=[O:37])=[O:36])=[N:27][C:22]([NH:20][C:6]2[C:7]3[CH2:8][CH:9]([N:14]4[CH2:15][CH2:16][O:17][CH2:18][CH2:19]4)[CH2:10][CH2:11][CH2:12][C:13]=3[C:3]([O:2][CH3:1])=[CH:4][CH:5]=2)=[N:23][CH:24]=1, predict the reactants needed to synthesize it. The reactants are: [CH3:1][O:2][C:3]1[C:13]2[CH2:12][CH2:11][CH2:10][CH:9]([N:14]3[CH2:19][CH2:18][O:17][CH2:16][CH2:15]3)[CH2:8][C:7]=2[C:6]([NH2:20])=[CH:5][CH:4]=1.Cl[C:22]1[N:27]=[C:26]([NH:28][C:29]2[CH:34]=[CH:33][CH:32]=[CH:31][C:30]=2[S:35]([N:38]([CH3:40])[CH3:39])(=[O:37])=[O:36])[C:25]([Cl:41])=[CH:24][N:23]=1. (3) Given the product [CH3:23][O:22][C:20]([C:18]1[N:17]([CH:4]2[C:5]3[C:10](=[CH:9][CH:8]=[CH:7][CH:6]=3)[C:2]([F:14])([F:1])[C:3]2([CH3:13])[CH3:12])[CH:16]=[N:15][CH:19]=1)=[O:21], predict the reactants needed to synthesize it. The reactants are: [F:1][C:2]1([F:14])[C:10]2[C:5](=[CH:6][CH:7]=[CH:8][CH:9]=2)[CH:4](O)[C:3]1([CH3:13])[CH3:12].[NH:15]1[CH:19]=[C:18]([C:20]([O:22][CH3:23])=[O:21])[N:17]=[CH:16]1.C1(P(C2C=CC=CC=2)C2C=CC=CC=2)C=CC=CC=1.N(C(OC(C)(C)C)=O)=NC(OC(C)(C)C)=O.Cl.O1CCOCC1. (4) The reactants are: C(O)CCCCCCCO.FC1C(F)=C(F)C=CC=1CBr.[F:22][C:23]1[C:39]([F:40])=[C:38]([F:41])[CH:37]=[CH:36][C:24]=1[CH2:25][O:26][CH2:27][CH2:28][CH2:29][CH2:30][CH2:31][CH2:32][CH2:33][CH2:34][OH:35].FC1C(F)=C(F)C=CC=1COCCCCCCCC(O)=O.Cl.Cl.[CH2:65]([O:72][C:73](=[O:81])[CH2:74][C@@H:75]([NH2:80])[CH2:76][N:77]([CH3:79])[CH3:78])[C:66]1[CH:71]=[CH:70][CH:69]=[CH:68][CH:67]=1. Given the product [CH2:65]([O:72][C:73](=[O:81])[CH2:74][C@@H:75]([NH:80][C:34](=[O:35])[CH2:33][CH2:32][CH2:31][CH2:30][CH2:29][CH2:28][CH2:27][O:26][CH2:25][C:24]1[CH:36]=[CH:37][C:38]([F:41])=[C:39]([F:40])[C:23]=1[F:22])[CH2:76][N:77]([CH3:78])[CH3:79])[C:66]1[CH:71]=[CH:70][CH:69]=[CH:68][CH:67]=1, predict the reactants needed to synthesize it. (5) Given the product [F:35][C:36]([F:50])([F:49])[C:37]1[CH:38]=[C:39]([CH:42]=[C:43]([C:45]([F:48])([F:47])[F:46])[CH:44]=1)[CH2:40][N:2]([CH3:1])[C:3](=[O:24])[C:4]1[C:9]([C:10]2[CH:15]=[CH:14][CH:13]=[CH:12][C:11]=2[CH3:16])=[CH:8][C:7]([N:17]2[CH2:22][CH2:21][N:20]([CH3:23])[CH2:19][CH2:18]2)=[N:6][CH:5]=1, predict the reactants needed to synthesize it. The reactants are: [CH3:1][NH:2][C:3](=[O:24])[C:4]1[C:9]([C:10]2[CH:15]=[CH:14][CH:13]=[CH:12][C:11]=2[CH3:16])=[CH:8][C:7]([N:17]2[CH2:22][CH2:21][N:20]([CH3:23])[CH2:19][CH2:18]2)=[N:6][CH:5]=1.C[Si](C)(C)[N-][Si](C)(C)C.[K+].[F:35][C:36]([F:50])([F:49])[C:37]1[CH:38]=[C:39]([CH:42]=[C:43]([C:45]([F:48])([F:47])[F:46])[CH:44]=1)[CH2:40]Br. (6) Given the product [Si:20]([O:27][CH2:28][C:29]1[CH:34]=[CH:33][C:32]([O:35][CH3:36])=[CH:31][N+:30]=1[O-:8])([C:23]([CH3:26])([CH3:25])[CH3:24])([CH3:21])[CH3:22], predict the reactants needed to synthesize it. The reactants are: [Si]([O:8]CC1C=CC(C(F)(F)F)=CN=1)(C(C)(C)C)(C)C.[Si:20]([O:27][CH2:28][C:29]1[CH:34]=[CH:33][C:32]([O:35][CH3:36])=[CH:31][N:30]=1)([C:23]([CH3:26])([CH3:25])[CH3:24])([CH3:22])[CH3:21]. (7) Given the product [F:5][C:6]([F:16])([F:15])[C:7](=[O:14])[CH:8]=[C:9]1[NH:1][CH2:2][CH2:3][S:4]1, predict the reactants needed to synthesize it. The reactants are: [NH2:1][CH2:2][CH2:3][SH:4].[F:5][C:6]([F:16])([F:15])[C:7](=[O:14])[CH:8]=[C:9](SC)SC. (8) Given the product [S:18]1[CH:22]=[CH:21][N:20]=[C:19]1[C:23]([N:1]1[CH2:2][CH2:3][CH:4]([CH:7]2[CH2:8][N:9]([C:11]([O:13][C:14]([CH3:17])([CH3:16])[CH3:15])=[O:12])[CH2:10]2)[CH2:5][CH2:6]1)=[O:24], predict the reactants needed to synthesize it. The reactants are: [NH:1]1[CH2:6][CH2:5][CH:4]([CH:7]2[CH2:10][N:9]([C:11]([O:13][C:14]([CH3:17])([CH3:16])[CH3:15])=[O:12])[CH2:8]2)[CH2:3][CH2:2]1.[S:18]1[CH:22]=[CH:21][N:20]=[C:19]1[C:23](O)=[O:24].CCN(CC)CC.CN(C(ON1N=NC2C=CC=NC1=2)=[N+](C)C)C.F[P-](F)(F)(F)(F)F. (9) The reactants are: [C:1](Cl)(=O)[C:2]([Cl:4])=[O:3].[F:7][C:8]1[C:16]([C:17]([F:20])([F:19])[F:18])=[CH:15][CH:14]=[CH:13]C=1C(O)=O.CN(C=O)C. Given the product [F:7][C:8]1[C:16]([C:17]([F:20])([F:19])[F:18])=[CH:15][CH:14]=[CH:13][C:1]=1[C:2]([Cl:4])=[O:3], predict the reactants needed to synthesize it.